From a dataset of Full USPTO retrosynthesis dataset with 1.9M reactions from patents (1976-2016). Predict the reactants needed to synthesize the given product. (1) The reactants are: [N:1]1([C:7]2[N:12]3[N:13]=[C:14]([NH2:16])[N:15]=[C:11]3[CH:10]=[CH:9][CH:8]=2)[CH2:6][CH2:5][O:4][CH2:3][CH2:2]1.Br[C:18]1[CH:23]=[CH:22][C:21]([N:24]2[CH:28]=[C:27]([CH3:29])[N:26]=[CH:25]2)=[C:20]([O:30][CH3:31])[CH:19]=1.C(Cl)Cl. Given the product [CH3:31][O:30][C:20]1[CH:19]=[C:18]([NH:16][C:14]2[N:15]=[C:11]3[CH:10]=[CH:9][CH:8]=[C:7]([N:1]4[CH2:6][CH2:5][O:4][CH2:3][CH2:2]4)[N:12]3[N:13]=2)[CH:23]=[CH:22][C:21]=1[N:24]1[CH:28]=[C:27]([CH3:29])[N:26]=[CH:25]1, predict the reactants needed to synthesize it. (2) Given the product [CH3:29][C:28]1([CH3:30])[O:3][C@@H:2]2[C@@H:4]([C@@H:6]([CH2:7][OH:8])[O:9][C@H:1]2[N:10]2[C:19]3[NH:18][CH:17]=[N:16][C:14](=[O:15])[C:13]=3[N:12]=[CH:11]2)[O:5]1, predict the reactants needed to synthesize it. The reactants are: [C@@H:1]1([N:10]2[C:19]3[N:18]=[CH:17][N:16]=[C:14]([OH:15])[C:13]=3[N:12]=[CH:11]2)[O:9][C@H:6]([CH2:7][OH:8])[C@@H:4]([OH:5])[C@H:2]1[OH:3].C(=O)([O-])O.[Na+].O.CO[C:28](OC)([CH3:30])[CH3:29]. (3) Given the product [NH:30]([C:31]([O:32][CH2:33][C:34]1[CH:39]=[CH:38][CH:37]=[CH:36][CH:35]=1)=[O:40])[C@@H:28]([C:25]([OH:1])=[O:51])[CH3:29], predict the reactants needed to synthesize it. The reactants are: [O:1](C(OC(C)(C)C)=O)C(OC(C)(C)C)=O.IC1C=CC(C2N=[C:25]([C@H:28]([NH:30][C:31](=[O:40])[O:32][CH2:33][C:34]3[CH:39]=[CH:38][CH:37]=[CH:36][CH:35]=3)[CH3:29])NC=2)=CC=1.CN(C)C.O1CCOCC1.[OH2:51]. (4) Given the product [CH3:20][C:15]1([CH3:19])[CH2:16][C:17](=[O:18])[N:12]([C:9]2[CH:10]=[N:11][C:6]([O:5][C:22](=[O:2])[N:24]([C:25]3[CH:26]=[CH:37][C:32]([Cl:31])=[CH:33][CH:27]=3)[CH3:28])=[CH:7][CH:8]=2)[C:13](=[O:21])[CH2:14]1, predict the reactants needed to synthesize it. The reactants are: C(Cl)(Cl)=[O:2].[OH:5][C:6]1[N:11]=[CH:10][C:9]([N:12]2[C:17](=[O:18])[CH2:16][C:15]([CH3:20])([CH3:19])[CH2:14][C:13]2=[O:21])=[CH:8][CH:7]=1.[CH2:22]([N:24]([CH:28](C)C)[CH:25]([CH3:27])[CH3:26])C.[Cl:31][C:32]1[CH:37]=CC(CN)=C[CH:33]=1.N12CCN(CC1)CC2. (5) Given the product [CH3:11][O:10][C:8]1[CH:9]=[C:4]2[C:5](=[CH:6][C:7]=1[O:12][CH3:13])[N:14]=[C:15]([CH3:16])[N:23]=[C:3]2[OH:2], predict the reactants needed to synthesize it. The reactants are: C[O:2][C:3](=O)[C:4]1[CH:9]=[C:8]([O:10][CH3:11])[C:7]([O:12][CH3:13])=[CH:6][C:5]=1[NH:14][C:15](=O)[CH3:16].C([O-])(=O)C.[NH4+:23].C(O)(=O)C.